Dataset: Forward reaction prediction with 1.9M reactions from USPTO patents (1976-2016). Task: Predict the product of the given reaction. (1) Given the reactants [N+:1]([C:4]1[CH:5]=[C:6]([N:10]2[CH2:15][CH2:14][NH:13][CH2:12][CH2:11]2)[CH:7]=[CH:8][CH:9]=1)([O-])=O.C(N(CC)CC)C.[CH3:23][S:24](Cl)(=[O:26])=[O:25], predict the reaction product. The product is: [CH3:23][S:24]([N:13]1[CH2:14][CH2:15][N:10]([C:6]2[CH:5]=[C:4]([NH2:1])[CH:9]=[CH:8][CH:7]=2)[CH2:11][CH2:12]1)(=[O:26])=[O:25]. (2) Given the reactants [OH:1][NH:2][C:3](=[O:26])/[CH:4]=[CH:5]/[C:6]1[CH:11]=[CH:10][C:9]([CH2:12][NH:13][CH2:14][CH2:15][C:16]2[C:24]3[C:19](=[CH:20][CH:21]=[CH:22][CH:23]=3)[NH:18][C:17]=2[CH3:25])=[CH:8][CH:7]=1.[C:27]([OH:32])(=[O:31])[C@H:28]([CH3:30])[OH:29], predict the reaction product. The product is: [C:27]([OH:32])(=[O:31])[C@H:28]([CH3:30])[OH:29].[OH:1][NH:2][C:3](=[O:26])/[CH:4]=[CH:5]/[C:6]1[CH:11]=[CH:10][C:9]([CH2:12][NH:13][CH2:14][CH2:15][C:16]2[C:24]3[C:19](=[CH:20][CH:21]=[CH:22][CH:23]=3)[NH:18][C:17]=2[CH3:25])=[CH:8][CH:7]=1. (3) The product is: [OH:1][C:2]([CH3:34])([CH3:35])[CH2:3][C@@:4]1([C:28]2[CH:33]=[CH:32][CH:31]=[CH:30][CH:29]=2)[O:9][C:8](=[O:10])[N:7]([C@H:11]([C:13]2[CH:14]=[CH:15][C:16]([C:37]3[N:44]=[CH:43][CH:42]=[CH:41][C:38]=3[C:39]#[N:40])=[CH:17][CH:18]=2)[CH3:12])[CH2:6][CH2:5]1. Given the reactants [OH:1][C:2]([CH3:35])([CH3:34])[CH2:3][C@@:4]1([C:28]2[CH:33]=[CH:32][CH:31]=[CH:30][CH:29]=2)[O:9][C:8](=[O:10])[N:7]([C@H:11]([C:13]2[CH:18]=[CH:17][C:16](B3OC(C)(C)C(C)(C)O3)=[CH:15][CH:14]=2)[CH3:12])[CH2:6][CH2:5]1.Br[C:37]1[N:44]=[CH:43][CH:42]=[CH:41][C:38]=1[C:39]#[N:40], predict the reaction product. (4) Given the reactants OS(O)(=O)=O.[CH3:6][C:7]([C:22]1[CH:27]=[CH:26][CH:25]=[CH:24][CH:23]=1)([CH3:21])[C:8]([CH:10]([C:16]([O:18]CC)=O)[C:11]([O:13][CH2:14][CH3:15])=[O:12])=[O:9], predict the reaction product. The product is: [OH:18][C:16]1[C:23]2[C:22](=[CH:27][CH:26]=[CH:25][CH:24]=2)[C:7]([CH3:21])([CH3:6])[C:8](=[O:9])[C:10]=1[C:11]([O:13][CH2:14][CH3:15])=[O:12]. (5) Given the reactants [N+:1]([C:4]1[CH:5]=[CH:6][CH:7]=[C:8]2[C:13]=1[N:12]=[CH:11][C:10]([OH:14])=[CH:9]2)([O-:3])=[O:2].I[CH3:16], predict the reaction product. The product is: [N+:1]([C:4]1[CH:5]=[CH:6][CH:7]=[C:8]2[C:13]=1[N:12]=[CH:11][C:10]([O:14][CH3:16])=[CH:9]2)([O-:3])=[O:2]. (6) The product is: [C:28]([NH:1][C:2]1[CH:27]=[CH:26][C:5]2[CH2:6][CH2:7][C:8]3[C:9]([C:23]([NH2:25])=[O:24])=[N:10][N:11]([C:13]4[CH:14]=[CH:15][C:16]([O:19][O:20][S:21][NH2:22])=[CH:17][CH:18]=4)[C:12]=3[C:4]=2[CH:3]=1)(=[O:30])[CH3:29]. Given the reactants [NH2:1][C:2]1[CH:27]=[CH:26][C:5]2[CH2:6][CH2:7][C:8]3[C:9]([C:23]([NH2:25])=[O:24])=[N:10][N:11]([C:13]4[CH:18]=[CH:17][C:16]([O:19][O:20][S:21][NH2:22])=[CH:15][CH:14]=4)[C:12]=3[C:4]=2[CH:3]=1.[C:28](OC(=O)C)(=[O:30])[CH3:29].N1C=CC=CC=1, predict the reaction product. (7) Given the reactants C([N:8]1[CH2:13][CH2:12][CH:11]([NH:14][C:15]([NH:17][C:18]2[CH:23]=[CH:22][C:21]([O:24][C:25]3[C:34]4[C:29](=[CH:30][C:31]([O:37][CH3:38])=[C:32]([O:35][CH3:36])[CH:33]=4)[N:28]=[CH:27][CH:26]=3)=[CH:20][CH:19]=2)=[O:16])[CH2:10][CH2:9]1)C1C=CC=CC=1.ClC(OC(Cl)C)=O, predict the reaction product. The product is: [CH3:36][O:35][C:32]1[CH:33]=[C:34]2[C:29](=[CH:30][C:31]=1[O:37][CH3:38])[N:28]=[CH:27][CH:26]=[C:25]2[O:24][C:21]1[CH:22]=[CH:23][C:18]([NH:17][C:15]([NH:14][CH:11]2[CH2:12][CH2:13][NH:8][CH2:9][CH2:10]2)=[O:16])=[CH:19][CH:20]=1. (8) Given the reactants [CH3:1][C:2]1[CH:10]=[CH:9][C:8]([N+:11]([O-:13])=[O:12])=[CH:7][C:3]=1[C:4]([OH:6])=O.CCN(C(C)C)C(C)C.CN(C(ON1N=NC2C=CC=NC1=2)=[N+](C)C)C.F[P-](F)(F)(F)(F)F.[CH3:47][O:48][C:49]([C:51]1[NH:61][C:54]2=[N:55][CH:56]=[C:57]([CH2:59][NH2:60])[CH:58]=[C:53]2[CH:52]=1)=[O:50], predict the reaction product. The product is: [CH3:47][O:48][C:49]([C:51]1[NH:61][C:54]2=[N:55][CH:56]=[C:57]([CH2:59][NH:60][C:4](=[O:6])[C:3]3[CH:7]=[C:8]([N+:11]([O-:13])=[O:12])[CH:9]=[CH:10][C:2]=3[CH3:1])[CH:58]=[C:53]2[CH:52]=1)=[O:50]. (9) Given the reactants [CH3:1][O:2][C:3]1[CH:8]=[CH:7][C:6]([C:9](=[O:17])[CH2:10][C:11]2[CH:16]=[CH:15][CH:14]=[CH:13][CH:12]=2)=[CH:5][CH:4]=1.[C:18](Cl)(=[O:27])[C:19]1[CH:24]=[CH:23][C:22]([O:25][CH3:26])=[CH:21][CH:20]=1.C(O)(=O)CC(CC(O)=O)(C(O)=O)O, predict the reaction product. The product is: [CH3:1][O:2][C:3]1[CH:4]=[CH:5][C:6]([C:9](=[O:17])[CH:10]([C:11]2[CH:16]=[CH:15][CH:14]=[CH:13][CH:12]=2)[C:18]([C:19]2[CH:24]=[CH:23][C:22]([O:25][CH3:26])=[CH:21][CH:20]=2)=[O:27])=[CH:7][CH:8]=1.